From a dataset of Reaction yield outcomes from USPTO patents with 853,638 reactions. Predict the reaction yield, written as a fraction of the theoretical maximum amount of product (1.0 means a 100% yield; for example, 0.34 means a 34% yield). (1) The reactants are [Cl:1][C:2]1[CH:7]=[CH:6][C:5]([C@@H:8]2[N:14]([C@@H:15]([C:17]3[CH:22]=[CH:21][C:20]([Cl:23])=[CH:19][CH:18]=3)[CH3:16])[C:13](=[O:24])[C:12]3[CH:25]=[C:26](I)[CH:27]=[CH:28][C:11]=3[NH:10][C:9]2=[O:30])=[CH:4][CH:3]=1.[CH3:31][S-:32].[Na+]. The catalyst is C(O)CCC.C1C=CC([P]([Pd]([P](C2C=CC=CC=2)(C2C=CC=CC=2)C2C=CC=CC=2)([P](C2C=CC=CC=2)(C2C=CC=CC=2)C2C=CC=CC=2)[P](C2C=CC=CC=2)(C2C=CC=CC=2)C2C=CC=CC=2)(C2C=CC=CC=2)C2C=CC=CC=2)=CC=1. The product is [Cl:1][C:2]1[CH:7]=[CH:6][C:5]([C@@H:8]2[N:14]([C@@H:15]([C:17]3[CH:22]=[CH:21][C:20]([Cl:23])=[CH:19][CH:18]=3)[CH3:16])[C:13](=[O:24])[C:12]3[CH:25]=[C:26]([S:32][CH3:31])[CH:27]=[CH:28][C:11]=3[NH:10][C:9]2=[O:30])=[CH:4][CH:3]=1. The yield is 0.480. (2) The reactants are I[C:2]1[CH:11]=[N:10][C:5]2[NH:6][CH2:7][CH2:8][NH:9][C:4]=2[CH:3]=1.[CH3:12][N:13]1[CH2:18][CH2:17][N:16]([C:19]2[CH:24]=[CH:23][C:22](B3OC(C)(C)C(C)(C)O3)=[CH:21][N:20]=2)[CH2:15][CH2:14]1. No catalyst specified. The product is [CH3:12][N:13]1[CH2:14][CH2:15][N:16]([C:19]2[N:20]=[CH:21][C:22]([C:2]3[CH:11]=[N:10][C:5]4[NH:6][CH2:7][CH2:8][NH:9][C:4]=4[CH:3]=3)=[CH:23][CH:24]=2)[CH2:17][CH2:18]1. The yield is 0.200.